This data is from Reaction yield outcomes from USPTO patents with 853,638 reactions. The task is: Predict the reaction yield, written as a fraction of the theoretical maximum amount of product (1.0 means a 100% yield; for example, 0.34 means a 34% yield). (1) The reactants are [C:1](Cl)(=[O:3])[CH3:2].[CH2:5]([O:7][C:8]([C:10]1[N:11]([C:20]2[CH:25]=[CH:24][C:23]([O:26][CH:27]([CH3:29])[CH3:28])=[CH:22][CH:21]=2)[C:12]2[C:17]([CH:18]=1)=[CH:16][C:15]([OH:19])=[CH:14][CH:13]=2)=[O:9])[CH3:6].CCN(CC)CC.Cl. The catalyst is CN(C1C=CN=CC=1)C.C(Cl)Cl.O. The product is [CH2:5]([O:7][C:8]([C:10]1[N:11]([C:20]2[CH:25]=[CH:24][C:23]([O:26][CH:27]([CH3:28])[CH3:29])=[CH:22][CH:21]=2)[C:12]2[C:17]([CH:18]=1)=[CH:16][C:15]([O:19][C:1](=[O:3])[CH3:2])=[CH:14][CH:13]=2)=[O:9])[CH3:6]. The yield is 0.950. (2) The reactants are [N+:1]([C:4]1[CH:5]=[C:6]([CH:10]=[CH:11][CH:12]=1)[CH2:7][CH2:8][OH:9])([O-:3])=[O:2].[H-].[Na+].I[CH3:16]. The catalyst is C1COCC1. The product is [CH3:16][O:9][CH2:8][CH2:7][C:6]1[CH:10]=[CH:11][CH:12]=[C:4]([N+:1]([O-:3])=[O:2])[CH:5]=1. The yield is 0.870.